The task is: Predict the reactants needed to synthesize the given product.. This data is from Full USPTO retrosynthesis dataset with 1.9M reactions from patents (1976-2016). (1) Given the product [CH3:19][O:18][C:15]1[CH:16]=[CH:17][C:12]([CH2:11][NH:2][C@H:3]([CH2:4][CH:5]([CH3:7])[CH3:6])[C:8]([NH2:10])=[O:9])=[CH:13][CH:14]=1, predict the reactants needed to synthesize it. The reactants are: Cl.[NH2:2][C@@H:3]([C:8]([NH2:10])=[O:9])[CH2:4][CH:5]([CH3:7])[CH3:6].[CH:11](=O)[C:12]1[CH:17]=[CH:16][C:15]([O:18][CH3:19])=[CH:14][CH:13]=1.[BH3-]C#N.[Na+]. (2) Given the product [CH2:1]([C:3]1[N:7]([C:8]2[C:9]([CH3:18])=[C:10]([CH2:11][OH:12])[CH:15]=[CH:16][CH:17]=2)[C:6]2[C:19]([CH3:23])=[CH:20][CH:21]=[CH:22][C:5]=2[N:4]=1)[CH3:2], predict the reactants needed to synthesize it. The reactants are: [CH2:1]([C:3]1[N:7]([C:8]2[C:9]([CH3:18])=[C:10]([CH:15]=[CH:16][CH:17]=2)[C:11](OC)=[O:12])[C:6]2[C:19]([CH3:23])=[CH:20][CH:21]=[CH:22][C:5]=2[N:4]=1)[CH3:2].[H-].[Al+3].[Li+].[H-].[H-].[H-].O.O.O.O.O.O.O.O.O.O.[O-]S([O-])(=O)=O.[Na+].[Na+]. (3) Given the product [F:25][CH2:24][CH2:23][O:11][C:4]1[CH:5]=[CH:6][C:7]([N+:8]([O-:10])=[O:9])=[C:2]([CH3:1])[CH:3]=1, predict the reactants needed to synthesize it. The reactants are: [CH3:1][C:2]1[CH:3]=[C:4]([OH:11])[CH:5]=[CH:6][C:7]=1[N+:8]([O-:10])=[O:9].CC1C=CC(S(O[CH2:23][CH2:24][F:25])(=O)=O)=CC=1.C([O-])([O-])=O.[K+].[K+].O. (4) Given the product [CH2:36]([C:33]1[CH:34]=[CH:35][C:30]([CH2:29][O:1][C:2]2[CH:10]=[CH:9][C:8]3[N:7]4[CH2:11][CH2:12][CH:13]([CH2:14][C:15]([O:17][C:18]([CH3:21])([CH3:20])[CH3:19])=[O:16])[C:6]4=[CH:5][C:4]=3[CH:3]=2)=[CH:31][C:32]=1[C:40]([F:41])([F:42])[F:43])[CH:37]([CH3:39])[CH3:38], predict the reactants needed to synthesize it. The reactants are: [OH:1][C:2]1[CH:10]=[CH:9][C:8]2[N:7]3[CH2:11][CH2:12][CH:13]([CH2:14][C:15]([O:17][C:18]([CH3:21])([CH3:20])[CH3:19])=[O:16])[C:6]3=[CH:5][C:4]=2[CH:3]=1.C(=O)([O-])[O-].[Cs+].[Cs+].Cl[CH2:29][C:30]1[CH:35]=[CH:34][C:33]([CH2:36][CH:37]([CH3:39])[CH3:38])=[C:32]([C:40]([F:43])([F:42])[F:41])[CH:31]=1. (5) Given the product [CH2:1]([O:8][C:9](=[O:21])[NH:10][C@H:11]1[CH2:16][CH2:15][C:14](=[O:17])[CH2:13][C@@H:12]1[CH:18]=[CH:19][CH3:20])[C:2]1[CH:3]=[CH:4][CH:5]=[CH:6][CH:7]=1, predict the reactants needed to synthesize it. The reactants are: [CH2:1]([O:8][C:9](=[O:21])[NH:10][C@H:11]1[CH2:16][CH2:15][C@@H:14]([OH:17])[CH2:13][C@@H:12]1[CH:18]=[CH:19][CH3:20])[C:2]1[CH:7]=[CH:6][CH:5]=[CH:4][CH:3]=1.N1C=CC=CC=1.CC(OI1(OC(C)=O)(OC(C)=O)OC(=O)C2C=CC=CC1=2)=O.